From a dataset of TCR-epitope binding with 47,182 pairs between 192 epitopes and 23,139 TCRs. Binary Classification. Given a T-cell receptor sequence (or CDR3 region) and an epitope sequence, predict whether binding occurs between them. (1) The epitope is SLFNTVATLY. The TCR CDR3 sequence is CASEAGNTIYF. Result: 0 (the TCR does not bind to the epitope). (2) The epitope is GLCTLVAML. The TCR CDR3 sequence is CSVGTSAYEQFF. Result: 1 (the TCR binds to the epitope). (3) The epitope is MMISAGFSL. The TCR CDR3 sequence is CASSATQSYEQYF. Result: 1 (the TCR binds to the epitope).